From a dataset of Reaction yield outcomes from USPTO patents with 853,638 reactions. Predict the reaction yield, written as a fraction of the theoretical maximum amount of product (1.0 means a 100% yield; for example, 0.34 means a 34% yield). (1) The yield is 0.390. The reactants are [CH3:1][S:2]([C:5]1[CH:6]=[CH:7][C:8]([N:14]2[CH2:18][CH2:17][CH2:16][CH2:15]2)=[C:9]([CH:13]=1)[C:10]([OH:12])=[O:11])(=[O:4])=[O:3].ClC1C=CC(S(C)(=O)=O)=CC=1[C:22](O)=[O:23].N1CCC(CO)C1. No catalyst specified. The product is [OH:23][CH2:22][CH:16]1[CH2:17][CH2:18][N:14]([C:8]2[CH:7]=[CH:6][C:5]([S:2]([CH3:1])(=[O:4])=[O:3])=[CH:13][C:9]=2[C:10]([OH:12])=[O:11])[CH2:15]1. (2) The reactants are C(=O)([O-])[O-].[K+].[K+].[NH2:7][C:8]1[CH:13]=[CH:12][C:11]([NH2:14])=[CH:10][CH:9]=1.[C:15](O[C:15]([O:16][C:17]([CH3:20])([CH3:19])[CH3:18])=[O:21])(=[O:21])[O:16][C:17]([CH3:20])([CH3:19])[CH3:18].O. The catalyst is C1COCC1.CN(C=O)C.ClCCl.CC(C)=O. The product is [C:17]([O:16][C:15](=[O:21])[NH:7][C:8]1[CH:13]=[CH:12][C:11]([NH2:14])=[CH:10][CH:9]=1)([CH3:20])([CH3:19])[CH3:18]. The yield is 0.950. (3) The reactants are [CH2:1]([O:8][N:9]=[C:10]1[C:18]2([CH2:23][CH2:22][CH2:21][CH2:20][CH2:19]2)[C:17]2[C:12](=[CH:13][CH:14]=[C:15](Br)[CH:16]=2)[NH:11]1)[C:2]1[CH:7]=[CH:6][CH:5]=[CH:4][CH:3]=1.[CH3:25][O:26][C:27]1[CH:28]=[C:29](B(O)O)[CH:30]=[CH:31][CH:32]=1.CCCCCC. The catalyst is C(OCC)(=O)C. The product is [CH2:1]([O:8][N:9]=[C:10]1[C:18]2([CH2:23][CH2:22][CH2:21][CH2:20][CH2:19]2)[C:17]2[C:12](=[CH:13][CH:14]=[C:15]([C:31]3[CH:30]=[CH:29][CH:28]=[C:27]([O:26][CH3:25])[CH:32]=3)[CH:16]=2)[NH:11]1)[C:2]1[CH:7]=[CH:6][CH:5]=[CH:4][CH:3]=1. The yield is 0.750. (4) The reactants are C1CCN(C(N=NC(N2CCCCC2)=O)=O)CC1.C1C=CC(P(C2C=CC=CC=2)C2C=CC=CC=2)=CC=1.[CH2:38]([O:40][C:41](=[O:53])[CH2:42][C@H:43]1[C:51]2[C:46](=[CH:47][C:48]([OH:52])=[CH:49][CH:50]=2)[CH2:45][CH2:44]1)[CH3:39].[CH3:54][C:55]1[N:56]=[C:57]([C:63]2[CH:68]=[CH:67][CH:66]=[CH:65][CH:64]=2)[O:58][C:59]=1[CH2:60][CH2:61]O. The catalyst is C1COCC1.C(Cl)Cl. The product is [CH3:54][C:55]1[N:56]=[C:57]([C:63]2[CH:68]=[CH:67][CH:66]=[CH:65][CH:64]=2)[O:58][C:59]=1[CH2:60][CH2:61][O:52][C:48]1[CH:47]=[C:46]2[C:51](=[CH:50][CH:49]=1)[C@H:43]([CH2:42][C:41]([O:40][CH2:38][CH3:39])=[O:53])[CH2:44][CH2:45]2. The yield is 0.660. (5) The reactants are [H-].[Na+].[Cl:3][C:4]1[CH:9]=[CH:8][C:7]([C:10]2([C:14](=[O:16])[CH3:15])[CH2:13][CH2:12][CH2:11]2)=[CH:6][CH:5]=1.[C:17](=O)([O:20]C)[O:18][CH3:19].S([O-])(O)(=O)=O.[Na+]. The catalyst is O1CCOCC1. The product is [Cl:3][C:4]1[CH:5]=[CH:6][C:7]([C:10]2([C:14](=[O:16])[CH2:15][C:17]([O:18][CH3:19])=[O:20])[CH2:13][CH2:12][CH2:11]2)=[CH:8][CH:9]=1. The yield is 0.790.